Dataset: Forward reaction prediction with 1.9M reactions from USPTO patents (1976-2016). Task: Predict the product of the given reaction. Given the reactants CS(O[CH2:6][CH2:7][C:8]#[C:9][C:10]1[CH:15]=[CH:14][CH:13]=[C:12]([CH2:16][F:17])[N:11]=1)(=O)=O.[CH3:18][NH2:19], predict the reaction product. The product is: [F:17][CH2:16][C:12]1[N:11]=[C:10]([C:9]#[C:8][CH2:7][CH2:6][NH:19][CH3:18])[CH:15]=[CH:14][CH:13]=1.